This data is from Experimental lipophilicity measurements (octanol/water distribution) for 4,200 compounds from AstraZeneca. The task is: Regression/Classification. Given a drug SMILES string, predict its absorption, distribution, metabolism, or excretion properties. Task type varies by dataset: regression for continuous measurements (e.g., permeability, clearance, half-life) or binary classification for categorical outcomes (e.g., BBB penetration, CYP inhibition). For this dataset (lipophilicity_astrazeneca), we predict Y. The drug is NC1(c2ccc(-c3ncc4nccn4c3-c3ccccc3)cc2)CCC1. The Y is 1.30 logD.